Dataset: Peptide-MHC class II binding affinity with 134,281 pairs from IEDB. Task: Regression. Given a peptide amino acid sequence and an MHC pseudo amino acid sequence, predict their binding affinity value. This is MHC class II binding data. (1) The binding affinity (normalized) is 0.601. The MHC is DRB1_1101 with pseudo-sequence DRB1_1101. The peptide sequence is WELQIVDKIDAAFKI. (2) The peptide sequence is AFKVAATAANADPAN. The MHC is DRB1_0401 with pseudo-sequence DRB1_0401. The binding affinity (normalized) is 0.852. (3) The peptide sequence is GELQIVDKIDYAFKI. The MHC is DRB1_1101 with pseudo-sequence DRB1_1101. The binding affinity (normalized) is 0.580. (4) The peptide sequence is PNYNLIIMDEAHFTD. The MHC is DRB1_0405 with pseudo-sequence DRB1_0405. The binding affinity (normalized) is 0.446. (5) The peptide sequence is EKKRFAATQFEPLAA. The MHC is HLA-DQA10301-DQB10302 with pseudo-sequence HLA-DQA10301-DQB10302. The binding affinity (normalized) is 0.376. (6) The peptide sequence is IHSLRRLYPSVFEKH. The MHC is DRB1_1302 with pseudo-sequence DRB1_1302. The binding affinity (normalized) is 0.635. (7) The peptide sequence is GGGGESFGIVVAWQV. The MHC is HLA-DPA10103-DPB10401 with pseudo-sequence HLA-DPA10103-DPB10401. The binding affinity (normalized) is 0.231. (8) The peptide sequence is ALYEKKLALYLLLAL. The MHC is HLA-DQA10201-DQB10303 with pseudo-sequence HLA-DQA10201-DQB10303. The binding affinity (normalized) is 0.